This data is from Full USPTO retrosynthesis dataset with 1.9M reactions from patents (1976-2016). The task is: Predict the reactants needed to synthesize the given product. (1) The reactants are: [CH2:1]([C:3]1[CH:8]=[C:7]([C:9]2[N:13]=[C:12]([C:14]3[CH:15]=[N:16][C:17]([N:21]([CH2:23][CH3:24])[CH3:22])=[C:18]([CH3:20])[CH:19]=3)[O:11][N:10]=2)[CH:6]=[C:5]([CH3:25])[C:4]=1[OH:26])[CH3:2].[CH2:27]([C@H:29]1[O:31][CH2:30]1)Cl. Given the product [CH2:23]([N:21]([C:17]1[C:18]([CH3:20])=[CH:19][C:14]([C:12]2[O:11][N:10]=[C:9]([C:7]3[CH:6]=[C:5]([CH3:25])[C:4]([O:26][CH2:27][CH:29]4[CH2:30][O:31]4)=[C:3]([CH2:1][CH3:2])[CH:8]=3)[N:13]=2)=[CH:15][N:16]=1)[CH3:22])[CH3:24], predict the reactants needed to synthesize it. (2) The reactants are: [NH:1]1[CH2:6][CH2:5][CH2:4][C@H:3]([C:7]([O:9][CH2:10][CH3:11])=[O:8])[CH2:2]1.Br[CH2:13][C:14]([C:16]1[CH:23]=[CH:22][C:19]([C:20]#[N:21])=[CH:18][CH:17]=1)=[O:15]. Given the product [C:20]([C:19]1[CH:22]=[CH:23][C:16]([C:14](=[O:15])[CH2:13][N:1]2[CH2:6][CH2:5][CH2:4][C@H:3]([C:7]([O:9][CH2:10][CH3:11])=[O:8])[CH2:2]2)=[CH:17][CH:18]=1)#[N:21], predict the reactants needed to synthesize it. (3) The reactants are: [CH3:1][O:2][C:3]1[CH:27]=[CH:26][CH:25]=[C:24]([O:28][CH3:29])[C:4]=1[C:5]([NH:7][C@H:8]1[CH2:12][CH2:11][CH2:10][C@H:9]1[NH:13][C:14]1C=N[C:21]2[C:16](=[CH:17][CH:18]=[CH:19][CH:20]=2)[N:15]=1)=[O:6].Cl.N[C@@H]1CCC[C@H]1NC(=O)C1C([O:45]C)=CC=CC=1OC.ClC1OC2C=CC=CC=2N=1. Given the product [O:45]1[C:21]2[CH:20]=[CH:19][CH:18]=[CH:17][C:16]=2[N:15]=[C:14]1[NH:13][C@@H:9]1[CH2:10][CH2:11][CH2:12][C@H:8]1[NH:7][C:5](=[O:6])[C:4]1[C:24]([O:28][CH3:29])=[CH:25][CH:26]=[CH:27][C:3]=1[O:2][CH3:1], predict the reactants needed to synthesize it. (4) The reactants are: O[CH2:2][C:3]([C:5]1[CH:10]=[CH:9][CH:8]=[CH:7][CH:6]=1)=[O:4].[CH:11](=[O:18])C1C=CC=CC=1.N1CCCC1. Given the product [O:18]1[C:6]2[C:5](=[CH:10][CH:9]=[CH:8][CH:7]=2)[C:3](=[O:4])[CH2:2][CH2:11]1, predict the reactants needed to synthesize it. (5) Given the product [F:22][C:23]1[CH:28]=[CH:27][CH:26]=[CH:25][C:24]=1[CH2:29][CH2:30][NH:31][CH:2]1[CH2:11][CH2:10][CH2:9][C:8]2[CH:7]=[C:6]([O:12][C:13]3[CH:21]=[CH:20][C:16]([C:17]([NH2:19])=[O:18])=[CH:15][N:14]=3)[CH:5]=[CH:4][C:3]1=2, predict the reactants needed to synthesize it. The reactants are: O=[C:2]1[CH2:11][CH2:10][CH2:9][C:8]2[CH:7]=[C:6]([O:12][C:13]3[CH:21]=[CH:20][C:16]([C:17]([NH2:19])=[O:18])=[CH:15][N:14]=3)[CH:5]=[CH:4][C:3]1=2.[F:22][C:23]1[CH:28]=[CH:27][CH:26]=[CH:25][C:24]=1[CH2:29][CH2:30][NH2:31].[BH3-]C#N.[Na+]. (6) Given the product [F:23][C:2]([F:1])([F:22])[C:3]1[CH:17]=[C:16]([C:18]([F:21])([F:20])[F:19])[CH:15]=[CH:14][C:4]=1[CH2:5][N:6]1[CH2:11][CH2:10][CH:9](/[CH:12]=[C:32]2/[C:28]([NH:27][CH2:26][C:25]([OH:24])([CH3:35])[CH3:34])=[N:29][C:30](=[O:33])[S:31]/2)[CH2:8][CH2:7]1, predict the reactants needed to synthesize it. The reactants are: [F:1][C:2]([F:23])([F:22])[C:3]1[CH:17]=[C:16]([C:18]([F:21])([F:20])[F:19])[CH:15]=[CH:14][C:4]=1[CH2:5][N:6]1[CH2:11][CH2:10][CH:9]([CH:12]=O)[CH2:8][CH2:7]1.[OH:24][C:25]([CH3:35])([CH3:34])[CH2:26][NH:27][C:28]1[CH2:32][S:31][C:30](=[O:33])[N:29]=1.C([O-])(=O)C.[NH2+]1CCCCC1. (7) Given the product [CH3:1][O:2][C:3]([C:5]1[C:10]([NH:11][C:50]([C:43]2[C:44]3[C:49](=[CH:48][CH:47]=[CH:46][CH:45]=3)[N:41]([CH3:40])[N:42]=2)=[O:52])=[CH:9][CH:8]=[C:7]([O:12][CH2:13][CH3:14])[N:6]=1)=[O:4], predict the reactants needed to synthesize it. The reactants are: [CH3:1][O:2][C:3]([C:5]1[C:10]([NH2:11])=[CH:9][CH:8]=[C:7]([O:12][CH3:13])[N:6]=1)=[O:4].[CH3:14]OC1N=C(C(OC)=O)C(NC(C2C3C(=CC=CC=3)C(C)=CC=2)=O)=CC=1.[CH3:40][N:41]1[C:49]2[C:44](=[CH:45][CH:46]=[CH:47][CH:48]=2)[C:43]([C:50]([OH:52])=O)=[N:42]1. (8) Given the product [CH2:1]([O:3][C:4](=[O:24])[CH:5]([C:7]1[CH:12]=[CH:11][C:10]([NH:13][C:14]([O:16][CH2:17][C:18]2[CH:23]=[CH:22][CH:21]=[CH:20][CH:19]=2)=[O:15])=[CH:9][CH:8]=1)[CH2:6][S:27][C:25](=[O:28])[CH3:26])[CH3:2], predict the reactants needed to synthesize it. The reactants are: [CH2:1]([O:3][C:4](=[O:24])[C:5]([C:7]1[CH:12]=[CH:11][C:10]([NH:13][C:14]([O:16][CH2:17][C:18]2[CH:23]=[CH:22][CH:21]=[CH:20][CH:19]=2)=[O:15])=[CH:9][CH:8]=1)=[CH2:6])[CH3:2].[C:25]([OH:28])(=[S:27])[CH3:26].